Dataset: Forward reaction prediction with 1.9M reactions from USPTO patents (1976-2016). Task: Predict the product of the given reaction. Given the reactants Cl[C:2]1[C:3]2[CH2:10][CH2:9][N:8]([CH2:11][C:12]3[CH:17]=[CH:16][C:15]([O:18][CH3:19])=[CH:14][CH:13]=3)[C:4]=2[N:5]=[CH:6][N:7]=1.[C:20]([N:27]1[CH2:32][CH2:31][NH:30][CH2:29][CH2:28]1)([O:22][C:23]([CH3:26])([CH3:25])[CH3:24])=[O:21].C(O[K])(C)(C)C, predict the reaction product. The product is: [C:23]([O:22][C:20]([N:27]1[CH2:32][CH2:31][N:30]([C:2]2[C:3]3[CH2:10][CH2:9][N:8]([CH2:11][C:12]4[CH:17]=[CH:16][C:15]([O:18][CH3:19])=[CH:14][CH:13]=4)[C:4]=3[N:5]=[CH:6][N:7]=2)[CH2:29][CH2:28]1)=[O:21])([CH3:26])([CH3:24])[CH3:25].